This data is from Forward reaction prediction with 1.9M reactions from USPTO patents (1976-2016). The task is: Predict the product of the given reaction. The product is: [Br:1][C:2]1[CH:3]=[C:4]2[C:9](=[CH:10][C:11]=1[C:12]#[N:13])[N:8]([C:14]1[C:18]3[CH2:19][NH:20][CH2:21][CH2:22][C:17]=3[N:16]([CH:30]3[CH2:35][CH2:34][O:33][CH2:32][CH2:31]3)[N:15]=1)[CH2:7][CH2:6][CH2:5]2. Given the reactants [Br:1][C:2]1[CH:3]=[C:4]2[C:9](=[CH:10][C:11]=1[C:12]#[N:13])[N:8]([C:14]1[C:18]3[CH2:19][N:20](C(OC(C)(C)C)=O)[CH2:21][CH2:22][C:17]=3[N:16]([CH:30]3[CH2:35][CH2:34][O:33][CH2:32][CH2:31]3)[N:15]=1)[CH2:7][CH2:6][CH2:5]2.FC(F)(F)C(O)=O, predict the reaction product.